This data is from Forward reaction prediction with 1.9M reactions from USPTO patents (1976-2016). The task is: Predict the product of the given reaction. (1) The product is: [CH2:70]([O:77][C:78]1[C:79]([C:85]([O:87][CH3:88])=[O:86])=[N:80][C:81]([C:52]2[C:53]([N:55]([CH3:60])[S:56]([CH3:59])(=[O:58])=[O:57])=[CH:54][C:44]3[O:43][C:42]([C:39]4[CH:38]=[CH:37][C:36]([F:35])=[CH:41][CH:40]=4)=[C:46]([C:47](=[O:48])[NH:49][CH3:50])[C:45]=3[CH:51]=2)=[CH:82][CH:83]=1)[C:71]1[CH:72]=[CH:73][CH:74]=[CH:75][CH:76]=1. Given the reactants CC(C1C=C(C(C)C)C(C2C=CC=CC=2P(C2CCCCC2)C2CCCCC2)=C(C(C)C)C=1)C.[F:35][C:36]1[CH:41]=[CH:40][C:39]([C:42]2[O:43][C:44]3[CH:54]=[C:53]([N:55]([CH3:60])[S:56]([CH3:59])(=[O:58])=[O:57])[C:52](B4OC(C)(C)C(C)(C)O4)=[CH:51][C:45]=3[C:46]=2[C:47]([NH:49][CH3:50])=[O:48])=[CH:38][CH:37]=1.[CH2:70]([O:77][C:78]1[C:79]([C:85]([O:87][CH3:88])=[O:86])=[N:80][C:81](Br)=[CH:82][CH:83]=1)[C:71]1[CH:76]=[CH:75][CH:74]=[CH:73][CH:72]=1, predict the reaction product. (2) Given the reactants [F:1][C:2]1[CH:8]=[CH:7][C:5]([NH2:6])=[C:4]([O:9][CH:10]([CH3:12])[CH3:11])[CH:3]=1.Cl[C:14]1[C:15]2[C:22]([CH3:23])=[C:21]([C:24]([O:26][CH3:27])=[O:25])[S:20][C:16]=2[N:17]=[CH:18][N:19]=1, predict the reaction product. The product is: [F:1][C:2]1[CH:8]=[CH:7][C:5]([NH:6][C:14]2[C:15]3[C:22]([CH3:23])=[C:21]([C:24]([O:26][CH3:27])=[O:25])[S:20][C:16]=3[N:17]=[CH:18][N:19]=2)=[C:4]([O:9][CH:10]([CH3:12])[CH3:11])[CH:3]=1. (3) Given the reactants [F:1][CH:2]([F:37])[C:3]1[N:7]([C:8]2[N:13]=[C:12]([N:14]3[CH2:19][CH2:18][O:17][CH2:16][CH2:15]3)[N:11]=[C:10]([N:20]3[CH2:25][CH2:24][N:23]([S:26]([CH:29]=[CH2:30])(=[O:28])=[O:27])[CH2:22][CH2:21]3)[N:9]=2)[C:6]2[CH:31]=[CH:32][CH:33]=[C:34]([O:35][CH3:36])[C:5]=2[N:4]=1.[NH:38]1[CH2:43][CH2:42][O:41][CH2:40][CH2:39]1, predict the reaction product. The product is: [F:37][CH:2]([F:1])[C:3]1[N:7]([C:8]2[N:13]=[C:12]([N:14]3[CH2:15][CH2:16][O:17][CH2:18][CH2:19]3)[N:11]=[C:10]([N:20]3[CH2:21][CH2:22][N:23]([S:26]([CH2:29][CH2:30][N:38]4[CH2:43][CH2:42][O:41][CH2:40][CH2:39]4)(=[O:28])=[O:27])[CH2:24][CH2:25]3)[N:9]=2)[C:6]2[CH:31]=[CH:32][CH:33]=[C:34]([O:35][CH3:36])[C:5]=2[N:4]=1. (4) Given the reactants [Cl:1][C:2]1[C:3]([CH3:11])=[C:4]([C:7]([Cl:10])=[CH:8][CH:9]=1)[CH2:5]Br.C[N+]1([O-])CC[O:16]CC1, predict the reaction product. The product is: [Cl:1][C:2]1[C:3]([CH3:11])=[C:4]([C:7]([Cl:10])=[CH:8][CH:9]=1)[CH:5]=[O:16]. (5) Given the reactants [Br:1][C:2]1[CH:10]=[C:9]2[C:5]([C:6]([CH:34]([F:36])[F:35])=[N:7][N:8]2[S:11]([C:14]2[CH:15]=[CH:16][C:17]([O:32][CH3:33])=[C:18]([N:20]3[CH2:25][CH2:24][N:23](C(=O)C(F)(F)F)[CH2:22][CH2:21]3)[CH:19]=2)(=[O:13])=[O:12])=[CH:4][CH:3]=1.C(=O)([O-])[O-].[K+].[K+], predict the reaction product. The product is: [Br:1][C:2]1[CH:10]=[C:9]2[C:5]([C:6]([CH:34]([F:35])[F:36])=[N:7][N:8]2[S:11]([C:14]2[CH:15]=[CH:16][C:17]([O:32][CH3:33])=[C:18]([N:20]3[CH2:21][CH2:22][NH:23][CH2:24][CH2:25]3)[CH:19]=2)(=[O:13])=[O:12])=[CH:4][CH:3]=1. (6) The product is: [ClH:28].[ClH:28].[ClH:28].[ClH:28].[NH2:19][C:16]1[CH:17]=[CH:18][C:13]([N:10]2[CH2:9][CH2:8][CH:7]([CH2:6][NH:5][CH2:4][CH2:3][N:2]([CH3:27])[CH3:1])[CH2:12][CH2:11]2)=[CH:14][CH:15]=1. Given the reactants [CH3:1][N:2]([CH3:27])[CH2:3][CH2:4][NH:5][CH2:6][CH:7]1[CH2:12][CH2:11][N:10]([C:13]2[CH:18]=[CH:17][C:16]([NH:19]C(=O)OC(C)(C)C)=[CH:15][CH:14]=2)[CH2:9][CH2:8]1.[ClH:28], predict the reaction product. (7) Given the reactants [CH3:1][C@@H:2]([CH2:45][CH3:46])[C@H:3]([N:11]1[CH2:15][CH2:14][N:13]([CH2:16][C:17]2[CH:22]=[CH:21][CH:20]=[C:19]([CH2:23][O:24][C:25]([C:38]3[CH:43]=[CH:42][CH:41]=[CH:40][CH:39]=3)([C:32]3[CH:37]=[CH:36][CH:35]=[CH:34][CH:33]=3)[C:26]3[CH:31]=[CH:30][CH:29]=[CH:28][CH:27]=3)[N:18]=2)[C:12]1=[O:44])[C:4]([O:6]C(C)(C)C)=[O:5].ClCCl, predict the reaction product. The product is: [CH3:1][C@@H:2]([CH2:45][CH3:46])[C@H:3]([N:11]1[CH2:15][CH2:14][N:13]([CH2:16][C:17]2[CH:22]=[CH:21][CH:20]=[C:19]([CH2:23][O:24][C:25]([C:26]3[CH:31]=[CH:30][CH:29]=[CH:28][CH:27]=3)([C:38]3[CH:39]=[CH:40][CH:41]=[CH:42][CH:43]=3)[C:32]3[CH:33]=[CH:34][CH:35]=[CH:36][CH:37]=3)[N:18]=2)[C:12]1=[O:44])[C:4]([OH:6])=[O:5].